Dataset: Full USPTO retrosynthesis dataset with 1.9M reactions from patents (1976-2016). Task: Predict the reactants needed to synthesize the given product. Given the product [CH2:10]([C:12]1[CH:17]=[C:16]([CH3:18])[CH:15]=[C:14]([CH2:19][CH3:20])[C:13]=1[CH:21]1[C:25](=[O:26])[N:6]2[CH2:5][CH2:4][N:3]([O:2][CH3:1])[CH2:9][CH2:8][N:7]2[C:22]1=[O:23])[CH3:11], predict the reactants needed to synthesize it. The reactants are: [CH3:1][O:2][N:3]1[CH2:9][CH2:8][NH:7][NH:6][CH2:5][CH2:4]1.[CH2:10]([C:12]1[CH:17]=[C:16]([CH3:18])[CH:15]=[C:14]([CH2:19][CH3:20])[C:13]=1[CH:21]([C:25](N)=[O:26])[C:22](N)=[O:23])[CH3:11].